From a dataset of NCI-60 drug combinations with 297,098 pairs across 59 cell lines. Regression. Given two drug SMILES strings and cell line genomic features, predict the synergy score measuring deviation from expected non-interaction effect. (1) Drug 1: C1CN1C2=NC(=NC(=N2)N3CC3)N4CC4. Synergy scores: CSS=1.50, Synergy_ZIP=1.39, Synergy_Bliss=-3.66, Synergy_Loewe=-11.4, Synergy_HSA=-6.24. Drug 2: C(CC(=O)O)C(=O)CN.Cl. Cell line: NCI-H226. (2) Drug 1: C1CCC(C1)C(CC#N)N2C=C(C=N2)C3=C4C=CNC4=NC=N3. Drug 2: C1CC(C1)(C(=O)O)C(=O)O.[NH2-].[NH2-].[Pt+2]. Cell line: T-47D. Synergy scores: CSS=10.7, Synergy_ZIP=4.75, Synergy_Bliss=9.75, Synergy_Loewe=1.04, Synergy_HSA=4.82. (3) Drug 1: CCC1=CC2CC(C3=C(CN(C2)C1)C4=CC=CC=C4N3)(C5=C(C=C6C(=C5)C78CCN9C7C(C=CC9)(C(C(C8N6C)(C(=O)OC)O)OC(=O)C)CC)OC)C(=O)OC.C(C(C(=O)O)O)(C(=O)O)O. Drug 2: CC1C(C(CC(O1)OC2CC(CC3=C2C(=C4C(=C3O)C(=O)C5=C(C4=O)C(=CC=C5)OC)O)(C(=O)C)O)N)O.Cl. Cell line: IGROV1. Synergy scores: CSS=60.6, Synergy_ZIP=9.45, Synergy_Bliss=9.74, Synergy_Loewe=9.87, Synergy_HSA=13.7.